Predict which catalyst facilitates the given reaction. From a dataset of Catalyst prediction with 721,799 reactions and 888 catalyst types from USPTO. (1) Reactant: [CH2:1]([O:8][C:9]1[C:14]([CH2:15][N:16]2[CH2:25][CH2:24][C:23]3[C:18](=[C:19]([Cl:28])[C:20](Br)=[CH:21][C:22]=3[Cl:26])[C:17]2=[O:29])=[C:13]([CH3:30])[CH:12]=[C:11]([CH3:31])[N:10]=1)[C:2]1[CH:7]=[CH:6][CH:5]=[CH:4][CH:3]=1.[CH3:32][C:33]1[C:37](B2OC(C)(C)C(C)(C)O2)=[C:36]([CH3:47])[O:35][N:34]=1.[F-].[Cs+]. Product: [CH2:1]([O:8][C:9]1[C:14]([CH2:15][N:16]2[CH2:25][CH2:24][C:23]3[C:18](=[C:19]([Cl:28])[C:20]([C:37]4[C:33]([CH3:32])=[N:34][O:35][C:36]=4[CH3:47])=[CH:21][C:22]=3[Cl:26])[C:17]2=[O:29])=[C:13]([CH3:30])[CH:12]=[C:11]([CH3:31])[N:10]=1)[C:2]1[CH:7]=[CH:6][CH:5]=[CH:4][CH:3]=1. The catalyst class is: 77. (2) Reactant: C[Si]([N-:5][Si](C)(C)C)(C)C.[Li+].[CH3:11][N:12]1[C:20]2[C:15](=[CH:16][CH:17]=[C:18]([C:21]#[N:22])[CH:19]=2)[C:14]([CH3:24])([CH3:23])[C:13]1=[O:25].Cl.[OH-].[Na+]. Product: [CH3:11][N:12]1[C:20]2[C:15](=[CH:16][CH:17]=[C:18]([C:21](=[NH:5])[NH2:22])[CH:19]=2)[C:14]([CH3:23])([CH3:24])[C:13]1=[O:25]. The catalyst class is: 280. (3) Reactant: [Cl:1][CH2:2][C:3](=O)[CH2:4][C:5]([O:7][CH2:8][CH3:9])=[O:6].[C:11]1([CH:18]=CC=[C:14](O)[CH:13]=1)[OH:12].O. Product: [Cl:1][CH2:2][C:3]1[C:9]2[C:8](=[CH:18][C:11]([OH:12])=[CH:13][CH:14]=2)[O:7][C:5](=[O:6])[CH:4]=1. The catalyst class is: 65. (4) Reactant: [C:9](O[C:9]([O:11][C:12]([CH3:15])([CH3:14])[CH3:13])=[O:10])([O:11][C:12]([CH3:15])([CH3:14])[CH3:13])=[O:10].[CH3:16][N:17]1[CH:21]=[CH:20][N:19]=[C:18]1[NH2:22]. Product: [C:12]([O:11][C:9](=[O:10])[NH:22][C:18]1[N:17]([CH3:16])[CH:21]=[CH:20][N:19]=1)([CH3:13])([CH3:14])[CH3:15]. The catalyst class is: 7. (5) Reactant: [F:1][C:2]([F:13])([CH:6]1[CH2:11][CH2:10][CH:9]([CH3:12])[CH2:8][CH2:7]1)[C:3]([OH:5])=O.P(Cl)(Cl)(Cl)=O.Cl.[NH2:20][CH2:21][C:22]1[CH:23]=[C:24]2[C:28](=[CH:29][CH:30]=1)[C:27](=[O:31])[N:26]([CH:32]1[CH2:37][CH2:36][C:35](=[O:38])[NH:34][C:33]1=[O:39])[CH2:25]2.C(=O)(O)[O-].[Na+]. Product: [O:39]=[C:33]1[CH:32]([N:26]2[CH2:25][C:24]3[C:28](=[CH:29][CH:30]=[C:22]([CH2:21][NH:20][C:3](=[O:5])[C:2]([F:1])([F:13])[CH:6]4[CH2:11][CH2:10][CH:9]([CH3:12])[CH2:8][CH2:7]4)[CH:23]=3)[C:27]2=[O:31])[CH2:37][CH2:36][C:35](=[O:38])[NH:34]1. The catalyst class is: 17.